From a dataset of Catalyst prediction with 721,799 reactions and 888 catalyst types from USPTO. Predict which catalyst facilitates the given reaction. (1) Reactant: [I:1][C:2]1[CH:7]=[N:6][NH:5][C:4](=[O:8])[CH:3]=1.[H-].[Na+].[CH3:11][O:12][C:13](=[O:22])[CH:14](Br)[CH2:15][CH:16]1[CH2:20][CH2:19][CH2:18][CH2:17]1. Product: [CH3:11][O:12][C:13](=[O:22])[CH:14]([N:5]1[C:4](=[O:8])[CH:3]=[C:2]([I:1])[CH:7]=[N:6]1)[CH2:15][CH:16]1[CH2:17][CH2:18][CH2:19][CH2:20]1. The catalyst class is: 7. (2) Reactant: CS([C:5]1[N:10]=[C:9]([C:11]2[N:15]3[CH:16]=[CH:17][CH:18]=[CH:19][C:14]3=[N:13][C:12]=2[C:20]2[CH:25]=[CH:24][CH:23]=[C:22]([CH3:26])[N:21]=2)[CH:8]=[CH:7][N:6]=1)(=O)=O.[N:27]1[CH:32]=[CH:31][CH:30]=[CH:29][C:28]=1[CH2:33][CH2:34][NH2:35]. Product: [CH3:26][C:22]1[N:21]=[C:20]([C:12]2[N:13]=[C:14]3[CH:19]=[CH:18][CH:17]=[CH:16][N:15]3[C:11]=2[C:9]2[CH:8]=[CH:7][N:6]=[C:5]([NH:35][CH2:34][CH2:33][C:28]3[CH:29]=[CH:30][CH:31]=[CH:32][N:27]=3)[N:10]=2)[CH:25]=[CH:24][CH:23]=1. The catalyst class is: 23. (3) Reactant: [CH2:1]([O:3][CH:4]([O:7][CH2:8][CH3:9])[CH2:5]Br)[CH3:2].[CH2:10]([O:12][C:13](=[O:21])[C:14]1[CH:19]=[CH:18][CH:17]=[C:16]([OH:20])[CH:15]=1)[CH3:11].C(=O)([O-])[O-].[K+].[K+].[I-].[Na+]. Product: [CH2:10]([O:12][C:13](=[O:21])[C:14]1[CH:19]=[CH:18][CH:17]=[C:16]([O:20][CH2:5][CH:4]([O:7][CH2:8][CH3:9])[O:3][CH2:1][CH3:2])[CH:15]=1)[CH3:11]. The catalyst class is: 9. (4) Reactant: [F:1][C:2]([F:26])([F:25])[C:3]1[CH:24]=[CH:23][C:6]([CH:7]=[C:8]2[C:14]3[CH:15]=[CH:16][CH:17]=[CH:18][C:13]=3[CH2:12][CH2:11][C:10]3[CH:19]=[CH:20][CH:21]=[CH:22][C:9]2=3)=[CH:5][CH:4]=1.C(OCC)(=O)C.[H][H]. Product: [F:1][C:2]([F:25])([F:26])[C:3]1[CH:4]=[CH:5][C:6]([CH2:7][CH:8]2[C:9]3[CH:22]=[CH:21][CH:20]=[CH:19][C:10]=3[CH2:11][CH2:12][C:13]3[CH:18]=[CH:17][CH:16]=[CH:15][C:14]2=3)=[CH:23][CH:24]=1. The catalyst class is: 29. (5) Reactant: [CH3:1][O:2][C:3](=[O:15])[C:4]1[C:5](=[C:10]([OH:14])[CH:11]=[CH:12][CH:13]=1)[C:6]([O:8][CH3:9])=[O:7].C(=O)([O-])[O-].[K+].[K+].[F:22][C:23]1[CH:24]=[C:25]([CH:28]=[CH:29][CH:30]=1)[CH2:26]Br. Product: [CH3:1][O:2][C:3](=[O:15])[C:4]1[C:5](=[C:10]([O:14][CH2:26][C:25]2[CH:28]=[CH:29][CH:30]=[C:23]([F:22])[CH:24]=2)[CH:11]=[CH:12][CH:13]=1)[C:6]([O:8][CH3:9])=[O:7]. The catalyst class is: 21. (6) Product: [C:22]([O:21][C:19]([NH:18][C:10]1([C:14]([O:16][CH3:17])=[O:15])[CH2:11][CH2:12][CH2:13][CH:9]1[OH:8])=[O:20])([CH3:25])([CH3:24])[CH3:23]. The catalyst class is: 19. Reactant: C([O:8][CH:9]1[CH2:13][CH2:12][CH2:11][C:10]1([NH:18][C:19]([O:21][C:22]([CH3:25])([CH3:24])[CH3:23])=[O:20])[C:14]([O:16][CH3:17])=[O:15])C1C=CC=CC=1. (7) Reactant: [Cl:1][C:2]1[CH:3]=[C:4]([CH:18]=[CH:19][C:20]=1[O:21][CH3:22])[CH2:5][NH:6][C:7]1[C:12]([C:13]([OH:15])=O)=[CH:11][N:10]=[C:9]([S:16][CH3:17])[N:8]=1.[CH2:23]([NH2:30])[C:24]1[CH:29]=[CH:28][CH:27]=[CH:26][CH:25]=1.CN(C(ON1N=NC2C=CC=NC1=2)=[N+](C)C)C.F[P-](F)(F)(F)(F)F.CCN(C(C)C)C(C)C. Product: [CH2:23]([NH:30][C:13]([C:12]1[C:7]([NH:6][CH2:5][C:4]2[CH:18]=[CH:19][C:20]([O:21][CH3:22])=[C:2]([Cl:1])[CH:3]=2)=[N:8][C:9]([S:16][CH3:17])=[N:10][CH:11]=1)=[O:15])[C:24]1[CH:29]=[CH:28][CH:27]=[CH:26][CH:25]=1. The catalyst class is: 677.